Dataset: NCI-60 drug combinations with 297,098 pairs across 59 cell lines. Task: Regression. Given two drug SMILES strings and cell line genomic features, predict the synergy score measuring deviation from expected non-interaction effect. (1) Drug 1: CC1OCC2C(O1)C(C(C(O2)OC3C4COC(=O)C4C(C5=CC6=C(C=C35)OCO6)C7=CC(=C(C(=C7)OC)O)OC)O)O. Drug 2: CCC(=C(C1=CC=CC=C1)C2=CC=C(C=C2)OCCN(C)C)C3=CC=CC=C3.C(C(=O)O)C(CC(=O)O)(C(=O)O)O. Cell line: LOX IMVI. Synergy scores: CSS=25.8, Synergy_ZIP=-8.04, Synergy_Bliss=-9.80, Synergy_Loewe=-7.14, Synergy_HSA=-3.39. (2) Drug 1: C1=CC=C(C=C1)NC(=O)CCCCCCC(=O)NO. Drug 2: CC1=C(C(=O)C2=C(C1=O)N3CC4C(C3(C2COC(=O)N)OC)N4)N. Cell line: MCF7. Synergy scores: CSS=16.3, Synergy_ZIP=-5.57, Synergy_Bliss=-3.35, Synergy_Loewe=-4.40, Synergy_HSA=-0.392. (3) Drug 1: CCC1=CC2CC(C3=C(CN(C2)C1)C4=CC=CC=C4N3)(C5=C(C=C6C(=C5)C78CCN9C7C(C=CC9)(C(C(C8N6C)(C(=O)OC)O)OC(=O)C)CC)OC)C(=O)OC.C(C(C(=O)O)O)(C(=O)O)O. Drug 2: C1=NC(=NC(=O)N1C2C(C(C(O2)CO)O)O)N. Cell line: A498. Synergy scores: CSS=20.5, Synergy_ZIP=-9.29, Synergy_Bliss=0.904, Synergy_Loewe=-6.79, Synergy_HSA=2.00. (4) Drug 1: CC(C1=C(C=CC(=C1Cl)F)Cl)OC2=C(N=CC(=C2)C3=CN(N=C3)C4CCNCC4)N. Drug 2: CC1=C2C(C(=O)C3(C(CC4C(C3C(C(C2(C)C)(CC1OC(=O)C(C(C5=CC=CC=C5)NC(=O)OC(C)(C)C)O)O)OC(=O)C6=CC=CC=C6)(CO4)OC(=O)C)OC)C)OC. Cell line: COLO 205. Synergy scores: CSS=74.3, Synergy_ZIP=13.3, Synergy_Bliss=12.5, Synergy_Loewe=-3.99, Synergy_HSA=11.7. (5) Drug 1: C1CCC(CC1)NC(=O)N(CCCl)N=O. Drug 2: C1CC(=O)NC(=O)C1N2C(=O)C3=CC=CC=C3C2=O. Cell line: BT-549. Synergy scores: CSS=17.7, Synergy_ZIP=-3.58, Synergy_Bliss=2.14, Synergy_Loewe=-5.69, Synergy_HSA=1.26. (6) Drug 1: CS(=O)(=O)CCNCC1=CC=C(O1)C2=CC3=C(C=C2)N=CN=C3NC4=CC(=C(C=C4)OCC5=CC(=CC=C5)F)Cl. Drug 2: C1CNP(=O)(OC1)N(CCCl)CCCl. Cell line: OVCAR-4. Synergy scores: CSS=-3.35, Synergy_ZIP=0.922, Synergy_Bliss=-1.81, Synergy_Loewe=-2.25, Synergy_HSA=-3.50.